From a dataset of hERG Central: cardiac toxicity at 1µM, 10µM, and general inhibition. Predict hERG channel inhibition at various concentrations. (1) The molecule is COc1ccc(NS(=O)(=O)c2ccc(C)c(C(=O)NC3CCN(Cc4ccccc4)CC3)c2)cc1. Results: hERG_inhib (hERG inhibition (general)): blocker. (2) The molecule is Cc1nc(N2CCN(C(=O)c3cccs3)CC2)c2c3c(sc2n1)CCCC3. Results: hERG_inhib (hERG inhibition (general)): blocker. (3) The drug is OCC1(Cc2ccc(Cl)cc2)CCN(Cc2ccc3nsnc3c2)CC1. Results: hERG_inhib (hERG inhibition (general)): blocker. (4) The molecule is COc1ccc(N2CCN(C(=O)C3CCCN(c4ncnc5c4nc4n5CCCCC4)C3)CC2)cc1. Results: hERG_inhib (hERG inhibition (general)): blocker.